Dataset: Catalyst prediction with 721,799 reactions and 888 catalyst types from USPTO. Task: Predict which catalyst facilitates the given reaction. (1) Reactant: [CH3:1][O-:2].[Na+].Cl[C:5]1[N:10]=[C:9]([S:11][CH3:12])[N:8]=[C:7]([NH:13][C:14]2[S:15][CH:16]=[CH:17][N:18]=2)[CH:6]=1. Product: [CH3:12][S:11][C:9]1[N:8]=[C:7]([NH:13][C:14]2[S:15][CH:16]=[CH:17][N:18]=2)[CH:6]=[C:5]([O:2][CH3:1])[N:10]=1. The catalyst class is: 5. (2) Reactant: [F:1][C:2]([F:7])([F:6])[C:3]([OH:5])=[O:4].[O:8]1[CH2:13][CH:12]=[C:11]([C:14]2[N:19]=[CH:18][C:17]3[O:20][C:21]4[C:26]([C:27]5([C:35]6[C:30](=[CH:31][CH:32]=[CH:33][CH:34]=6)[C:29]([NH2:36])=[N:28]5)[C:16]=3[CH:15]=2)=[CH:25][C:24]([C:37]2[C:38]([F:43])=[N:39][CH:40]=[CH:41][CH:42]=2)=[CH:23][CH:22]=4)[CH2:10][CH2:9]1. Product: [F:1][C:2]([F:7])([F:6])[C:3]([OH:5])=[O:4].[F:43][C:38]1[C:37]([C:24]2[CH:25]=[C:26]3[C:27]4([C:35]5[C:30](=[CH:31][CH:32]=[CH:33][CH:34]=5)[C:29]([NH2:36])=[N:28]4)[C:16]4[CH:15]=[C:14]([CH:11]5[CH2:12][CH2:13][O:8][CH2:9][CH2:10]5)[N:19]=[CH:18][C:17]=4[O:20][C:21]3=[CH:22][CH:23]=2)=[CH:42][CH:41]=[CH:40][N:39]=1. The catalyst class is: 5.